Dataset: Forward reaction prediction with 1.9M reactions from USPTO patents (1976-2016). Task: Predict the product of the given reaction. (1) Given the reactants C(OC(=O)[NH:7][CH:8]([C:10]1[CH:15]=[C:14]([Cl:16])[C:13]([CH3:17])=[C:12]([CH:18]=[CH2:19])[C:11]=1[O:20][CH3:21])[CH3:9])(C)(C)C, predict the reaction product. The product is: [ClH:16].[Cl:16][C:14]1[C:13]([CH3:17])=[C:12]([CH:18]=[CH2:19])[C:11]([O:20][CH3:21])=[C:10]([CH:8]([NH2:7])[CH3:9])[CH:15]=1. (2) Given the reactants Cl[C:2]([O:4][CH2:5][C:6]1[CH:11]=[CH:10][CH:9]=[CH:8][CH:7]=1)=[O:3].[Si:12]([O:19][CH2:20][C:21]1[N:25]2[C:26](=[O:35])[N:27]([CH:29]3[CH2:34][CH2:33][NH:32][CH2:31][CH2:30]3)[CH2:28][C:24]2=[CH:23][N:22]=1)([C:15]([CH3:18])([CH3:17])[CH3:16])([CH3:14])[CH3:13].C(N(CC)CC)C, predict the reaction product. The product is: [Si:12]([O:19][CH2:20][C:21]1[N:25]2[C:26](=[O:35])[N:27]([CH:29]3[CH2:34][CH2:33][N:32]([C:2]([O:4][CH2:5][C:6]4[CH:11]=[CH:10][CH:9]=[CH:8][CH:7]=4)=[O:3])[CH2:31][CH2:30]3)[CH2:28][C:24]2=[CH:23][N:22]=1)([C:15]([CH3:16])([CH3:17])[CH3:18])([CH3:14])[CH3:13]. (3) Given the reactants [CH:1]1([NH2:8])[CH2:7][CH2:6][CH2:5][CH2:4][CH2:3][CH2:2]1.[Br-:9].C([N+]1[CH:18]=[CH:17][N:16]([CH2:19][CH:20]([CH3:22])C)[CH:15]=1)C(C)C, predict the reaction product. The product is: [Br-:9].[CH:1]1([N+:8]2[CH:18]=[CH:17][N:16]([CH:19]3[CH2:20][CH2:22][CH2:3][CH2:2][CH2:1][CH2:7]3)[CH:15]=2)[CH2:7][CH2:6][CH2:5][CH2:4][CH2:3][CH2:2]1. (4) Given the reactants [Cl:1][C:2]1[CH:7]=[CH:6][CH:5]=[C:4]([Cl:8])[C:3]=1[C:9]1[C:13]([CH2:14][O:15][C:16]2[CH:21]=[CH:20][C:19]([N:22]([CH2:24][C:25]3[CH:26]=[C:27]([CH:32]=[CH:33][CH:34]=3)[C:28]([O:30]C)=[O:29])[CH3:23])=[C:18]([CH3:35])[CH:17]=2)=[C:12]([CH:36]([CH3:38])[CH3:37])[O:11][N:10]=1.[OH-].[Li+], predict the reaction product. The product is: [Cl:8][C:4]1[CH:5]=[CH:6][CH:7]=[C:2]([Cl:1])[C:3]=1[C:9]1[C:13]([CH2:14][O:15][C:16]2[CH:21]=[CH:20][C:19]([N:22]([CH2:24][C:25]3[CH:26]=[C:27]([CH:32]=[CH:33][CH:34]=3)[C:28]([OH:30])=[O:29])[CH3:23])=[C:18]([CH3:35])[CH:17]=2)=[C:12]([CH:36]([CH3:38])[CH3:37])[O:11][N:10]=1. (5) Given the reactants [CH:1]1([N:6]2[CH2:12][C:11]([F:14])([F:13])[C:10](=[O:15])[N:9]([CH3:16])[C:8]3[CH:17]=[N:18][C:19]([NH:21][C:22]4[CH:30]=[CH:29][C:25]([C:26]([OH:28])=O)=[CH:24][C:23]=4[O:31][CH3:32])=[N:20][C:7]2=3)[CH2:5][CH2:4][CH2:3][CH2:2]1.[Cl:33][C:34]1[CH:35]=[C:36]([CH:39]=[C:40]([Cl:42])[CH:41]=1)[CH2:37][NH2:38].F[P-](F)(F)(F)(F)F.CN(C(N(C)C)=[N+]1C2C(=NC=CC=2)[N+]([O-])=N1)C.C(N(C(C)C)CC)(C)C, predict the reaction product. The product is: [CH:1]1([N:6]2[CH2:12][C:11]([F:14])([F:13])[C:10](=[O:15])[N:9]([CH3:16])[C:8]3[CH:17]=[N:18][C:19]([NH:21][C:22]4[CH:30]=[CH:29][C:25]([C:26]([NH:38][CH2:37][C:36]5[CH:35]=[C:34]([Cl:33])[CH:41]=[C:40]([Cl:42])[CH:39]=5)=[O:28])=[CH:24][C:23]=4[O:31][CH3:32])=[N:20][C:7]2=3)[CH2:2][CH2:3][CH2:4][CH2:5]1. (6) Given the reactants [CH3:1][CH:2]([N:4]([C:29]([C@H:31]1[CH2:36][CH2:35][C@H:34]([C:37](F)(F)F)[CH2:33][CH2:32]1)=[O:30])[C:5]1[CH:9]=[C:8]([C:10]2[CH:15]=[CH:14][C:13]([C:16]3[CH:24]=[C:19]4N=CC=CN4N=3)=[CH:12][CH:11]=2)[S:7][C:6]=1[C:25]([O:27][CH3:28])=[O:26])[CH3:3].[C:41](=[O:44])([O-])[O-].[Na+].[Na+], predict the reaction product. The product is: [NH2:4][C:5]1[CH:6]=[CH:25][C:19]2[CH:24]=[C:16]([C:13]3[CH:14]=[CH:15][C:10]([C:8]4[S:7][C:6]([C:25]([O:27][CH3:28])=[O:26])=[C:5]([N:4]([C:29]([C@H:31]5[CH2:36][CH2:35][C@H:34]([CH3:37])[CH2:33][CH2:32]5)=[O:30])[CH:2]([CH3:1])[CH3:3])[CH:9]=4)=[CH:11][CH:12]=3)[O:44][C:41]=2[CH:9]=1. (7) Given the reactants [CH3:1][O:2][C:3]1[CH:8]=[CH:7][C:6]([N:9]2[CH:13]=[CH:12][C:11]([NH:14][CH2:15][C:16](OC)=[O:17])=[N:10]2)=[CH:5][CH:4]=1.C(N(CC)CC)C.ClC(OCC)=O.[BH4-].[Na+], predict the reaction product. The product is: [CH3:1][O:2][C:3]1[CH:4]=[CH:5][C:6]([N:9]2[CH:13]=[CH:12][C:11]([NH:14][CH2:15][CH2:16][OH:17])=[N:10]2)=[CH:7][CH:8]=1.